Dataset: NCI-60 drug combinations with 297,098 pairs across 59 cell lines. Task: Regression. Given two drug SMILES strings and cell line genomic features, predict the synergy score measuring deviation from expected non-interaction effect. (1) Synergy scores: CSS=-0.546, Synergy_ZIP=1.70, Synergy_Bliss=4.02, Synergy_Loewe=-2.15, Synergy_HSA=-0.458. Drug 2: CC1=C(C=C(C=C1)NC(=O)C2=CC=C(C=C2)CN3CCN(CC3)C)NC4=NC=CC(=N4)C5=CN=CC=C5. Drug 1: CC12CCC(CC1=CCC3C2CCC4(C3CC=C4C5=CN=CC=C5)C)O. Cell line: TK-10. (2) Drug 1: CN1C2=C(C=C(C=C2)N(CCCl)CCCl)N=C1CCCC(=O)O.Cl. Drug 2: C1CN(CCN1C(=O)CCBr)C(=O)CCBr. Cell line: HCT116. Synergy scores: CSS=31.4, Synergy_ZIP=2.11, Synergy_Bliss=0.319, Synergy_Loewe=-14.2, Synergy_HSA=-0.957. (3) Drug 1: C1=CN(C=N1)CC(O)(P(=O)(O)O)P(=O)(O)O. Drug 2: C1CNP(=O)(OC1)N(CCCl)CCCl. Cell line: MCF7. Synergy scores: CSS=3.53, Synergy_ZIP=-2.90, Synergy_Bliss=-4.63, Synergy_Loewe=-4.46, Synergy_HSA=-3.87. (4) Drug 1: CCC1=CC2CC(C3=C(CN(C2)C1)C4=CC=CC=C4N3)(C5=C(C=C6C(=C5)C78CCN9C7C(C=CC9)(C(C(C8N6C)(C(=O)OC)O)OC(=O)C)CC)OC)C(=O)OC.C(C(C(=O)O)O)(C(=O)O)O. Drug 2: C1=CN(C(=O)N=C1N)C2C(C(C(O2)CO)O)O.Cl. Cell line: NCI-H226. Synergy scores: CSS=32.5, Synergy_ZIP=-3.90, Synergy_Bliss=-5.22, Synergy_Loewe=-3.52, Synergy_HSA=-3.78. (5) Drug 2: C1C(C(OC1N2C=NC(=NC2=O)N)CO)O. Synergy scores: CSS=20.6, Synergy_ZIP=0.962, Synergy_Bliss=-2.22, Synergy_Loewe=-18.7, Synergy_HSA=-3.46. Drug 1: CC1C(C(CC(O1)OC2CC(OC(C2O)C)OC3=CC4=CC5=C(C(=O)C(C(C5)C(C(=O)C(C(C)O)O)OC)OC6CC(C(C(O6)C)O)OC7CC(C(C(O7)C)O)OC8CC(C(C(O8)C)O)(C)O)C(=C4C(=C3C)O)O)O)O. Cell line: SK-MEL-5. (6) Drug 1: C1C(C(OC1N2C=NC3=C(N=C(N=C32)Cl)N)CO)O. Drug 2: C1=NNC2=C1C(=O)NC=N2. Cell line: NCIH23. Synergy scores: CSS=47.4, Synergy_ZIP=-0.0744, Synergy_Bliss=-2.43, Synergy_Loewe=-37.9, Synergy_HSA=-3.72. (7) Synergy scores: CSS=10.2, Synergy_ZIP=-6.72, Synergy_Bliss=-0.517, Synergy_Loewe=-17.9, Synergy_HSA=-0.876. Drug 1: C1C(C(OC1N2C=NC3=C(N=C(N=C32)Cl)N)CO)O. Cell line: HT29. Drug 2: CNC(=O)C1=NC=CC(=C1)OC2=CC=C(C=C2)NC(=O)NC3=CC(=C(C=C3)Cl)C(F)(F)F. (8) Drug 1: COC1=CC(=CC(=C1O)OC)C2C3C(COC3=O)C(C4=CC5=C(C=C24)OCO5)OC6C(C(C7C(O6)COC(O7)C8=CC=CS8)O)O. Drug 2: CCC(=C(C1=CC=CC=C1)C2=CC=C(C=C2)OCCN(C)C)C3=CC=CC=C3.C(C(=O)O)C(CC(=O)O)(C(=O)O)O. Cell line: A549. Synergy scores: CSS=43.9, Synergy_ZIP=-0.801, Synergy_Bliss=-1.99, Synergy_Loewe=-22.5, Synergy_HSA=-0.581.